This data is from NCI-60 drug combinations with 297,098 pairs across 59 cell lines. The task is: Regression. Given two drug SMILES strings and cell line genomic features, predict the synergy score measuring deviation from expected non-interaction effect. Drug 1: CN1CCC(CC1)COC2=C(C=C3C(=C2)N=CN=C3NC4=C(C=C(C=C4)Br)F)OC. Drug 2: COC1=CC(=CC(=C1O)OC)C2C3C(COC3=O)C(C4=CC5=C(C=C24)OCO5)OC6C(C(C7C(O6)COC(O7)C8=CC=CS8)O)O. Cell line: M14. Synergy scores: CSS=29.6, Synergy_ZIP=-4.68, Synergy_Bliss=0.846, Synergy_Loewe=-14.8, Synergy_HSA=-1.54.